This data is from Reaction yield outcomes from USPTO patents with 853,638 reactions. The task is: Predict the reaction yield, written as a fraction of the theoretical maximum amount of product (1.0 means a 100% yield; for example, 0.34 means a 34% yield). (1) The reactants are [Cl:1][C:2]1[CH:7]=[CH:6][C:5]([NH2:8])=[C:4]([N+:9]([O-:11])=[O:10])[CH:3]=1.[O:12]=[S:13]1(=[O:19])[CH2:17][CH2:16][C@H:15](N)[CH2:14]1.C([O-])([O-])=O.[K+].[K+].CCN(CC)CC. The catalyst is CN(C=O)C.O. The product is [Cl:1][C:2]1[CH:7]=[CH:6][C:5]([NH:8][C@H:15]2[CH2:16][CH2:17][S:13](=[O:19])(=[O:12])[CH2:14]2)=[C:4]([N+:9]([O-:11])=[O:10])[CH:3]=1. The yield is 0.660. (2) The reactants are C([O:3][C:4]([C:6]1[CH:7]=[C:8]2[C:13](=[CH:14][CH:15]=1)[NH:12][CH:11](C1C=C(C3C=CC(C#N)=CC=3)C=C(F)C=1)[C:10]([CH3:32])([CH3:31])[CH2:9]2)=[O:5])C.O.[OH-].[Li+].O.Cl. The catalyst is CO.O1CCCC1. The product is [CH3:31][C:10]1([CH3:32])[CH2:9][C:8]2[C:13](=[CH:14][CH:15]=[C:6]([C:4]([OH:5])=[O:3])[CH:7]=2)[NH:12][CH2:11]1. The yield is 0.360. (3) The reactants are [CH3:1][O:2][C:3]1[CH:4]=[C:5]2[C:10](=[CH:11][C:12]=1[O:13][CH3:14])[N:9]=[CH:8][CH:7]=[C:6]2[O:15][C:16]1[CH:22]=[CH:21][C:19]([NH2:20])=[C:18]([CH3:23])[C:17]=1[CH3:24].Cl[C:26](Cl)([O:28][C:29](=[O:35])OC(Cl)(Cl)Cl)Cl.[CH:37]1(CO)[CH2:39][CH2:38]1.C(=O)(O)[O-].[Na+]. The catalyst is C(Cl)Cl.C(N(CC)CC)C.C1(C)C=CC=CC=1. The product is [CH3:1][O:2][C:3]1[CH:4]=[C:5]2[C:10](=[CH:11][C:12]=1[O:13][CH3:14])[N:9]=[CH:8][CH:7]=[C:6]2[O:15][C:16]1[CH:22]=[CH:21][C:19]([NH:20][C:29](=[O:35])[O:28][CH2:26][CH:37]2[CH2:39][CH2:38]2)=[C:18]([CH3:23])[C:17]=1[CH3:24]. The yield is 0.800. (4) The reactants are [CH3:1][O:2][C:3]1[CH:8]=[CH:7][C:6]([CH2:9][C:10]#[N:11])=[CH:5][CH:4]=1.[C:12]1(=[O:18])[CH2:17][CH2:16][CH2:15][CH2:14][CH2:13]1.Cl.C(OCC)(=O)C. The catalyst is CCCCCC. The product is [C:10]([CH:9]([C:6]1[CH:7]=[CH:8][C:3]([O:2][CH3:1])=[CH:4][CH:5]=1)[C:12]1([OH:18])[CH2:17][CH2:16][CH2:15][CH2:14][CH2:13]1)#[N:11]. The yield is 0.720.